Dataset: NCI-60 drug combinations with 297,098 pairs across 59 cell lines. Task: Regression. Given two drug SMILES strings and cell line genomic features, predict the synergy score measuring deviation from expected non-interaction effect. (1) Drug 1: CS(=O)(=O)C1=CC(=C(C=C1)C(=O)NC2=CC(=C(C=C2)Cl)C3=CC=CC=N3)Cl. Drug 2: CC1=C(C=C(C=C1)NC(=O)C2=CC=C(C=C2)CN3CCN(CC3)C)NC4=NC=CC(=N4)C5=CN=CC=C5. Cell line: MCF7. Synergy scores: CSS=4.53, Synergy_ZIP=3.26, Synergy_Bliss=6.49, Synergy_Loewe=-0.516, Synergy_HSA=3.16. (2) Drug 1: C1C(C(OC1N2C=NC3=C(N=C(N=C32)Cl)N)CO)O. Drug 2: CS(=O)(=O)CCNCC1=CC=C(O1)C2=CC3=C(C=C2)N=CN=C3NC4=CC(=C(C=C4)OCC5=CC(=CC=C5)F)Cl. Cell line: MCF7. Synergy scores: CSS=4.80, Synergy_ZIP=-1.12, Synergy_Bliss=1.50, Synergy_Loewe=-1.59, Synergy_HSA=-0.470. (3) Drug 1: COC1=NC(=NC2=C1N=CN2C3C(C(C(O3)CO)O)O)N. Drug 2: C1=CC=C(C(=C1)C(C2=CC=C(C=C2)Cl)C(Cl)Cl)Cl. Cell line: U251. Synergy scores: CSS=51.2, Synergy_ZIP=1.95, Synergy_Bliss=0.677, Synergy_Loewe=-16.1, Synergy_HSA=-1.28. (4) Drug 2: CN(CCCl)CCCl.Cl. Drug 1: C1C(C(OC1N2C=NC3=C(N=C(N=C32)Cl)N)CO)O. Cell line: UACC62. Synergy scores: CSS=58.2, Synergy_ZIP=-3.16, Synergy_Bliss=-0.203, Synergy_Loewe=-0.229, Synergy_HSA=2.74.